From a dataset of Full USPTO retrosynthesis dataset with 1.9M reactions from patents (1976-2016). Predict the reactants needed to synthesize the given product. (1) Given the product [CH3:30][N:28]([CH3:29])[C:27](=[O:31])[O:26][C:22]1[CH:23]=[CH:24][CH:25]=[C:20]([NH:19][C:18]([C:5]2([CH2:4][CH2:3][N:2]([CH3:33])[CH3:1])[CH2:10][CH2:9][NH:8][CH2:7][CH2:6]2)=[O:32])[CH:21]=1, predict the reactants needed to synthesize it. The reactants are: [CH3:1][N:2]([CH3:33])[CH2:3][CH2:4][C:5]1([C:18](=[O:32])[NH:19][C:20]2[CH:25]=[CH:24][CH:23]=[C:22]([O:26][C:27](=[O:31])[N:28]([CH3:30])[CH3:29])[CH:21]=2)[CH2:10][CH2:9][N:8](C(OC(C)(C)C)=O)[CH2:7][CH2:6]1.C(O)(C(F)(F)F)=O. (2) Given the product [Cl:21][C:22]1[CH:27]=[CH:26][C:25]([C:4]2[CH2:3][C:2]([CH3:20])([CH3:1])[O:7][CH2:6][C:5]=2[C:8]([O:10][CH3:11])=[O:9])=[CH:24][CH:23]=1, predict the reactants needed to synthesize it. The reactants are: [CH3:1][C:2]1([CH3:20])[O:7][CH2:6][C:5]([C:8]([O:10][CH3:11])=[O:9])=[C:4](OS(C(F)(F)F)(=O)=O)[CH2:3]1.[Cl:21][C:22]1[CH:27]=[CH:26][C:25](B(O)O)=[CH:24][CH:23]=1.C([O-])([O-])=O.[Na+].[Na+].CCOCC. (3) Given the product [CH2:20]([C:4]1[CH:3]=[CH:2][S:6][C:5]=1[C:7]1[S:8][C:9]([C:9]2[S:8][C:7]([C:5]3[S:6][CH:2]=[CH:3][C:4]=3[CH2:9][CH2:10][CH2:11][CH2:7][CH2:20][CH3:21])=[CH:11][CH:10]=2)=[CH:10][CH:11]=1)[CH2:21][CH2:2][CH2:3][CH2:4][CH3:5], predict the reactants needed to synthesize it. The reactants are: Br[C:2]1[S:6][C:5]([C:7]2[S:8][C:9](Br)=[CH:10][CH:11]=2)=[CH:4][CH:3]=1.N#N.[NH4+].[Cl-].C(O[CH2:20][CH3:21])C. (4) Given the product [Br:16][C:13]1[CH:14]=[CH:15][C:10]([CH:8]2[N:7]([C:18]3[CH:23]=[CH:22][CH:21]=[CH:20][C:19]=3[Cl:24])[N:6]=[C:5]([C:3]([OH:4])=[O:2])[CH2:9]2)=[CH:11][C:12]=1[F:17], predict the reactants needed to synthesize it. The reactants are: C[O:2][C:3]([C:5]1[CH2:9][CH:8]([C:10]2[CH:15]=[CH:14][C:13]([Br:16])=[C:12]([F:17])[CH:11]=2)[N:7]([C:18]2[CH:23]=[CH:22][CH:21]=[CH:20][C:19]=2[Cl:24])[N:6]=1)=[O:4].[OH-].[K+].CO. (5) Given the product [Cl:28][C:29]1[CH:34]=[CH:33][C:32]([C:2]2[C:3]([O:22][CH2:23][C:24]([F:26])([F:27])[F:25])=[N:4][C:5]([C:18]([F:21])([F:20])[F:19])=[C:6]([CH:17]=2)[C:7]([NH:9][C@H:10]2[CH2:15][CH2:14][CH2:13][CH2:12][C@@H:11]2[OH:16])=[O:8])=[CH:31][CH:30]=1, predict the reactants needed to synthesize it. The reactants are: Br[C:2]1[C:3]([O:22][CH2:23][C:24]([F:27])([F:26])[F:25])=[N:4][C:5]([C:18]([F:21])([F:20])[F:19])=[C:6]([CH:17]=1)[C:7]([NH:9][C@H:10]1[CH2:15][CH2:14][CH2:13][CH2:12][C@@H:11]1[OH:16])=[O:8].[Cl:28][C:29]1[CH:34]=[CH:33][C:32](B(O)O)=[CH:31][CH:30]=1. (6) Given the product [CH3:20][C:15]1[C:14]([C:8]2[CH:7]=[C:6]3[C:11]([C:2]([NH:31][CH2:30][C:28]4[O:29][C:25]([CH3:24])=[CH:26][CH:27]=4)=[C:3]([C:21]([NH2:23])=[O:22])[CH:4]=[N:5]3)=[CH:10][C:9]=2[O:12][CH3:13])=[C:18]([CH3:19])[O:17][N:16]=1, predict the reactants needed to synthesize it. The reactants are: Cl[C:2]1[C:11]2[C:6](=[CH:7][C:8]([C:14]3[C:15]([CH3:20])=[N:16][O:17][C:18]=3[CH3:19])=[C:9]([O:12][CH3:13])[CH:10]=2)[N:5]=[CH:4][C:3]=1[C:21]([NH2:23])=[O:22].[CH3:24][C:25]1[O:29][C:28]([CH2:30][NH2:31])=[CH:27][CH:26]=1. (7) Given the product [NH2:1][C@@H:2]1[CH2:11][C:10]2[C:5](=[CH:6][C:7]([Br:12])=[CH:8][CH:9]=2)[N:4]([OH:13])[C:3]1=[O:14], predict the reactants needed to synthesize it. The reactants are: [NH2:1][CH:2]1[CH2:11][C:10]2[C:5](=[CH:6][C:7]([Br:12])=[CH:8][CH:9]=2)[N:4]([OH:13])[C:3]1=[O:14].Cl.NC(CC1C=CC(Br)=CC=1[N+]([O-])=O)C(O)=O.O.O.[Sn](Cl)Cl. (8) The reactants are: [CH:1]1([CH2:4][O:5][C:6]2[CH:7]=[C:8]([CH:13]=[CH:14][C:15]=2[CH:16]=[O:17])[C:9]([O:11]C)=[O:10])[CH2:3][CH2:2]1.Cl. Given the product [CH:1]1([CH2:4][O:5][C:6]2[CH:7]=[C:8]([CH:13]=[CH:14][C:15]=2[CH:16]=[O:17])[C:9]([OH:11])=[O:10])[CH2:3][CH2:2]1, predict the reactants needed to synthesize it. (9) Given the product [C:1]([O:5][C:6]([N:8]1[CH2:13][CH:12]=[C:11]([C:14]2[CH:19]=[C:18]([C:20]([O:22][CH3:23])=[O:21])[C:17]([C:39]3[CH:40]=[CH:41][O:37][CH:38]=3)=[CH:16][C:15]=2[CH2:25][O:26][C:27]2[CH:32]=[CH:31][CH:30]=[CH:29][C:28]=2[C:33]([F:36])([F:35])[F:34])[CH2:10][CH2:9]1)=[O:7])([CH3:4])([CH3:3])[CH3:2], predict the reactants needed to synthesize it. The reactants are: [C:1]([O:5][C:6]([N:8]1[CH2:13][CH:12]=[C:11]([C:14]2[CH:19]=[C:18]([C:20]([O:22][CH3:23])=[O:21])[C:17](Br)=[CH:16][C:15]=2[CH2:25][O:26][C:27]2[CH:32]=[CH:31][CH:30]=[CH:29][C:28]=2[C:33]([F:36])([F:35])[F:34])[CH2:10][CH2:9]1)=[O:7])([CH3:4])([CH3:3])[CH3:2].[O:37]1[CH:41]=[CH:40][C:39](B(O)O)=[CH:38]1.P([O-])([O-])([O-])=O.[K+].[K+].[K+].